This data is from NCI-60 drug combinations with 297,098 pairs across 59 cell lines. The task is: Regression. Given two drug SMILES strings and cell line genomic features, predict the synergy score measuring deviation from expected non-interaction effect. (1) Drug 1: CCC1(C2=C(COC1=O)C(=O)N3CC4=CC5=C(C=CC(=C5CN(C)C)O)N=C4C3=C2)O.Cl. Drug 2: CC1C(C(CC(O1)OC2CC(CC3=C2C(=C4C(=C3O)C(=O)C5=C(C4=O)C(=CC=C5)OC)O)(C(=O)CO)O)N)O.Cl. Cell line: CAKI-1. Synergy scores: CSS=44.3, Synergy_ZIP=-2.26, Synergy_Bliss=-2.55, Synergy_Loewe=0.322, Synergy_HSA=2.11. (2) Drug 1: CNC(=O)C1=CC=CC=C1SC2=CC3=C(C=C2)C(=NN3)C=CC4=CC=CC=N4. Drug 2: CCC1=C2CN3C(=CC4=C(C3=O)COC(=O)C4(CC)O)C2=NC5=C1C=C(C=C5)O. Cell line: CCRF-CEM. Synergy scores: CSS=67.7, Synergy_ZIP=3.73, Synergy_Bliss=3.48, Synergy_Loewe=-9.72, Synergy_HSA=4.56. (3) Drug 1: CC(C1=C(C=CC(=C1Cl)F)Cl)OC2=C(N=CC(=C2)C3=CN(N=C3)C4CCNCC4)N. Drug 2: CC12CCC(CC1=CCC3C2CCC4(C3CC=C4C5=CN=CC=C5)C)O. Cell line: HL-60(TB). Synergy scores: CSS=23.3, Synergy_ZIP=8.33, Synergy_Bliss=11.4, Synergy_Loewe=-15.4, Synergy_HSA=4.62. (4) Drug 1: CCCS(=O)(=O)NC1=C(C(=C(C=C1)F)C(=O)C2=CNC3=C2C=C(C=N3)C4=CC=C(C=C4)Cl)F. Drug 2: CC1CCCC2(C(O2)CC(NC(=O)CC(C(C(=O)C(C1O)C)(C)C)O)C(=CC3=CSC(=N3)C)C)C. Cell line: SR. Synergy scores: CSS=23.6, Synergy_ZIP=1.78, Synergy_Bliss=6.85, Synergy_Loewe=3.84, Synergy_HSA=5.42. (5) Drug 1: CCC1(CC2CC(C3=C(CCN(C2)C1)C4=CC=CC=C4N3)(C5=C(C=C6C(=C5)C78CCN9C7C(C=CC9)(C(C(C8N6C)(C(=O)OC)O)OC(=O)C)CC)OC)C(=O)OC)O.OS(=O)(=O)O. Drug 2: CC1=C2C(C(=O)C3(C(CC4C(C3C(C(C2(C)C)(CC1OC(=O)C(C(C5=CC=CC=C5)NC(=O)OC(C)(C)C)O)O)OC(=O)C6=CC=CC=C6)(CO4)OC(=O)C)O)C)O. Cell line: SW-620. Synergy scores: CSS=4.02, Synergy_ZIP=-1.59, Synergy_Bliss=0.657, Synergy_Loewe=0.635, Synergy_HSA=0.924. (6) Drug 1: C1CN1C2=NC(=NC(=N2)N3CC3)N4CC4. Drug 2: C(=O)(N)NO. Cell line: SK-MEL-28. Synergy scores: CSS=9.93, Synergy_ZIP=-4.89, Synergy_Bliss=-0.192, Synergy_Loewe=-17.6, Synergy_HSA=-4.22. (7) Drug 1: CCCS(=O)(=O)NC1=C(C(=C(C=C1)F)C(=O)C2=CNC3=C2C=C(C=N3)C4=CC=C(C=C4)Cl)F. Drug 2: CC12CCC3C(C1CCC2OP(=O)(O)O)CCC4=C3C=CC(=C4)OC(=O)N(CCCl)CCCl.[Na+]. Cell line: MDA-MB-435. Synergy scores: CSS=22.4, Synergy_ZIP=-5.82, Synergy_Bliss=-10.2, Synergy_Loewe=-29.3, Synergy_HSA=-9.95. (8) Drug 1: CC1=C(C(=CC=C1)Cl)NC(=O)C2=CN=C(S2)NC3=CC(=NC(=N3)C)N4CCN(CC4)CCO. Drug 2: C(CCl)NC(=O)N(CCCl)N=O. Cell line: HOP-62. Synergy scores: CSS=3.46, Synergy_ZIP=-0.993, Synergy_Bliss=3.44, Synergy_Loewe=-4.20, Synergy_HSA=-0.708. (9) Drug 1: CNC(=O)C1=NC=CC(=C1)OC2=CC=C(C=C2)NC(=O)NC3=CC(=C(C=C3)Cl)C(F)(F)F. Drug 2: CC1C(C(CC(O1)OC2CC(CC3=C2C(=C4C(=C3O)C(=O)C5=C(C4=O)C(=CC=C5)OC)O)(C(=O)CO)O)N)O.Cl. Cell line: K-562. Synergy scores: CSS=52.5, Synergy_ZIP=-1.53, Synergy_Bliss=-2.39, Synergy_Loewe=-3.08, Synergy_HSA=-1.80.